This data is from Full USPTO retrosynthesis dataset with 1.9M reactions from patents (1976-2016). The task is: Predict the reactants needed to synthesize the given product. (1) Given the product [O:18]1[CH:22]=[CH:21][CH:20]=[C:19]1[C:23]([NH:1][C:2]1[CH:3]=[CH:4][C:5]([C:8]2[S:9][C:10]3[CH:16]=[C:15]([CH3:17])[CH:14]=[CH:13][C:11]=3[N:12]=2)=[CH:6][CH:7]=1)=[O:24], predict the reactants needed to synthesize it. The reactants are: [NH2:1][C:2]1[CH:7]=[CH:6][C:5]([C:8]2[S:9][C:10]3[CH:16]=[C:15]([CH3:17])[CH:14]=[CH:13][C:11]=3[N:12]=2)=[CH:4][CH:3]=1.[O:18]1[CH:22]=[CH:21][CH:20]=[C:19]1[C:23](Cl)=[O:24].C(N(CC)CC)C. (2) Given the product [CH2:1]([CH2:15][C:16]([NH:18][C:19]([O:23][C:16](=[S:17])[CH3:15])([CH2:46][CH2:45][CH2:44][CH2:43][CH2:42][CH2:41][CH2:40][CH2:39][CH2:38][CH2:37][CH2:36][CH2:35][CH2:34][CH3:33])[CH2:20][CH2:21][CH2:27][CH2:32][CH2:31][CH2:30][CH2:29][CH2:1][CH2:2][CH2:3][CH2:4][CH2:5][CH2:6][CH2:7][CH2:8][CH3:9])=[S:17])[CH2:2][CH2:3][CH2:4][CH2:5][CH2:6][CH2:7][CH2:8][CH2:9][CH2:10][CH2:11][CH2:12][CH2:13][CH3:14], predict the reactants needed to synthesize it. The reactants are: [CH2:1]([CH2:15][C:16]([NH:18][CH:19]([OH:23])[CH2:20][CH2:21]O)=[S:17])[CH2:2][CH2:3][CH2:4][CH2:5][CH2:6][CH2:7][CH2:8][CH2:9][CH2:10][CH2:11][CH2:12][CH2:13][CH3:14].CN([C:27]1[CH:32]=[CH:31][CH:30]=[CH:29]N=1)C.[CH2:33](CC(O)=S)[CH2:34][CH2:35][CH2:36][CH2:37][CH2:38][CH2:39][CH2:40][CH2:41][CH2:42][CH2:43][CH2:44][CH2:45][CH3:46]. (3) Given the product [OH:13][CH2:12][C:11]1[C:10]([CH3:14])=[C:9]([C:15]2[CH:20]=[CH:19][N:18]=[CH:17][CH:16]=2)[S:8][C:7]=1[C:4]1[CH:5]=[CH:6][N:1]=[CH:2][CH:3]=1, predict the reactants needed to synthesize it. The reactants are: [N:1]1[CH:6]=[CH:5][C:4]([C:7]2[S:8][C:9]([C:15]3[CH:20]=[CH:19][N:18]=[CH:17][CH:16]=3)=[C:10]([CH3:14])[C:11]=2[CH:12]=[O:13])=[CH:3][CH:2]=1.[BH4-].[Na+].P([O-])([O-])([O-])=O. (4) Given the product [CH3:29][C:14]1([CH3:30])[CH2:15][N:16]2[C:21](=[O:22])[CH:20]=[C:19]([C:23]3[CH:28]=[CH:27][N:26]=[CH:25][CH:24]=3)[N:18]=[C:17]2[N:12]([CH2:11][CH:6]2[CH2:5][C:4]3[N:3]=[C:2]([C:38]4[CH:39]=[CH:40][CH:41]=[CH:42][N:37]=4)[CH:10]=[CH:9][C:8]=3[CH2:7]2)[CH2:13]1, predict the reactants needed to synthesize it. The reactants are: Cl[C:2]1[CH:10]=[CH:9][C:8]2[CH2:7][CH:6]([CH2:11][N:12]3[C:17]4=[N:18][C:19]([C:23]5[CH:28]=[CH:27][N:26]=[CH:25][CH:24]=5)=[CH:20][C:21](=[O:22])[N:16]4[CH2:15][C:14]([CH3:30])([CH3:29])[CH2:13]3)[CH2:5][C:4]=2[N:3]=1.C(=O)([O-])[O-].[Na+].[Na+].[N:37]1[CH:42]=[CH:41][C:40](B(O)O)=[CH:39][CH:38]=1.O. (5) Given the product [Br:16][C:13]1[CH:12]=[CH:11][C:10]2[C:15](=[C:6]([F:2])[CH:7]=[CH:8][CH:9]=2)[CH:14]=1, predict the reactants needed to synthesize it. The reactants are: B(F)(F)[F:2].N[C:6]1[CH:7]=[CH:8][CH:9]=[C:10]2[C:15]=1[CH:14]=[C:13]([Br:16])[CH:12]=[CH:11]2.C(ON=O)(C)(C)C. (6) Given the product [F:12][C:10]1[CH:11]=[C:6]([CH:7]=[C:8]([F:24])[C:9]=1[O:13][C:14]1[CH:19]=[N:18][C:17]([C:20]([F:21])([F:22])[F:23])=[N:16][CH:15]=1)[CH2:5][CH2:4][O:3][C:1]1[NH:2][CH:36]=[C:35]([CH2:40][C:41]2[CH:42]=[N:43][C:44]([O:47][CH3:48])=[N:45][CH:46]=2)[C:33](=[O:34])[N:25]=1, predict the reactants needed to synthesize it. The reactants are: [C:1](=[NH:25])([O:3][CH2:4][CH2:5][C:6]1[CH:11]=[C:10]([F:12])[C:9]([O:13][C:14]2[CH:15]=[N:16][C:17]([C:20]([F:23])([F:22])[F:21])=[N:18][CH:19]=2)=[C:8]([F:24])[CH:7]=1)[NH2:2].FC(F)(F)C([O-])=O.[CH:33]([CH:35]([CH2:40][C:41]1[CH:42]=[N:43][C:44]([O:47][CH3:48])=[N:45][CH:46]=1)[C:36](OC)=O)=[O:34].C([O-])([O-])=O.[K+].[K+]. (7) Given the product [O:1]1[CH2:2][CH2:3][N:4]([C:7]2[N:12]=[C:11]([N:13]3[CH2:14][CH2:15][O:16][CH2:17][CH2:18]3)[N:10]=[C:9]([C:19]3[CH:24]=[CH:23][C:22]([NH:25][C:26](=[O:38])[NH:27][C:28]4[CH:37]=[CH:36][C:31]([C:32]([OH:34])=[O:33])=[CH:30][CH:29]=4)=[CH:21][CH:20]=3)[N:8]=2)[CH2:5][CH2:6]1, predict the reactants needed to synthesize it. The reactants are: [O:1]1[CH2:6][CH2:5][N:4]([C:7]2[N:12]=[C:11]([N:13]3[CH2:18][CH2:17][O:16][CH2:15][CH2:14]3)[N:10]=[C:9]([C:19]3[CH:24]=[CH:23][C:22]([NH:25][C:26](=[O:38])[NH:27][C:28]4[CH:37]=[CH:36][C:31]([C:32]([O:34]C)=[O:33])=[CH:30][CH:29]=4)=[CH:21][CH:20]=3)[N:8]=2)[CH2:3][CH2:2]1.C1COCC1.CO.O[Li].O.